This data is from Reaction yield outcomes from USPTO patents with 853,638 reactions. The task is: Predict the reaction yield, written as a fraction of the theoretical maximum amount of product (1.0 means a 100% yield; for example, 0.34 means a 34% yield). (1) The reactants are [C:1]([C:5]1[CH:10]=[CH:9][C:8]([S:11]([NH:14][C:15]2[CH:20]=[C:19]([OH:21])[C:18]([CH3:22])=[CH:17][C:16]=2C2(C3C=CC=CC=3)C3C(=CC=CC=3)NC2=O)(=[O:13])=[O:12])=[CH:7][CH:6]=1)([CH3:4])([CH3:3])[CH3:2].C(C1C=CC(S(Cl)(=O)=O)=CC=1)(C)(C)C.NC1C=CC(C)=C(O)C=1. The catalyst is ClCCl.N1C=CC=CC=1. The product is [C:1]([C:5]1[CH:10]=[CH:9][C:8]([S:11]([NH:14][C:15]2[CH:16]=[CH:17][C:18]([CH3:22])=[C:19]([OH:21])[CH:20]=2)(=[O:13])=[O:12])=[CH:7][CH:6]=1)([CH3:4])([CH3:3])[CH3:2]. The yield is 0.780. (2) The reactants are C(OC(=O)[NH:7][CH:8]1[CH2:13][CH2:12][N:11]([S:14]([C:17]2[CH:18]=[C:19]3[C:23](=[CH:24][CH:25]=2)[N:22]([C:26]([CH:28]2[CH2:30][CH2:29]2)=[O:27])[CH2:21][CH2:20]3)(=[O:16])=[O:15])[CH2:10][CH2:9]1)(C)(C)C.Cl. The catalyst is O1CCOCC1. The product is [NH2:7][CH:8]1[CH2:13][CH2:12][N:11]([S:14]([C:17]2[CH:18]=[C:19]3[C:23](=[CH:24][CH:25]=2)[N:22]([C:26]([CH:28]2[CH2:29][CH2:30]2)=[O:27])[CH2:21][CH2:20]3)(=[O:16])=[O:15])[CH2:10][CH2:9]1. The yield is 0.320.